From a dataset of Catalyst prediction with 721,799 reactions and 888 catalyst types from USPTO. Predict which catalyst facilitates the given reaction. Reactant: [Cl:1][C:2]1[CH:10]=[CH:9][C:8]2[NH:7][C:6]3[CH2:11][CH:12]([CH3:16])[N:13]([CH3:15])[CH2:14][C:5]=3[C:4]=2[CH:3]=1.[H-].[Na+].[CH3:19][C:20]1([C:23]2[CH:24]=[N:25][CH:26]=[CH:27][CH:28]=2)[CH2:22][O:21]1. Product: [Cl:1][C:2]1[CH:10]=[CH:9][C:8]2[N:7]([CH2:19][C:20]([C:23]3[CH:24]=[N:25][CH:26]=[CH:27][CH:28]=3)([OH:21])[CH3:22])[C:6]3[CH2:11][CH:12]([CH3:16])[N:13]([CH3:15])[CH2:14][C:5]=3[C:4]=2[CH:3]=1. The catalyst class is: 3.